Regression. Given a peptide amino acid sequence and an MHC pseudo amino acid sequence, predict their binding affinity value. This is MHC class I binding data. From a dataset of Peptide-MHC class I binding affinity with 185,985 pairs from IEDB/IMGT. (1) The peptide sequence is YPQLSAIAL. The MHC is HLA-A02:03 with pseudo-sequence HLA-A02:03. The binding affinity (normalized) is 0.0847. (2) The peptide sequence is ASAHGDRL. The MHC is Mamu-A01 with pseudo-sequence Mamu-A01. The binding affinity (normalized) is 0.655. (3) The binding affinity (normalized) is 0.853. The MHC is HLA-A69:01 with pseudo-sequence HLA-A69:01. The peptide sequence is LMQWWSDYV. (4) The peptide sequence is GLNTFTNMEV. The MHC is HLA-A02:17 with pseudo-sequence HLA-A02:17. The binding affinity (normalized) is 0.441. (5) The peptide sequence is ERYFRINSL. The MHC is HLA-A03:01 with pseudo-sequence HLA-A03:01. The binding affinity (normalized) is 0.